This data is from Full USPTO retrosynthesis dataset with 1.9M reactions from patents (1976-2016). The task is: Predict the reactants needed to synthesize the given product. (1) Given the product [F:20][C:21]([F:33])([F:32])[O:22][C:2]1[CH:7]=[CH:6][CH:5]=[CH:4][C:3]=1[C:8]1[O:9][C:10]([C:16]([F:19])([F:18])[F:17])=[C:11]([C:13]([OH:15])=[O:14])[N:12]=1, predict the reactants needed to synthesize it. The reactants are: Cl[C:2]1[CH:7]=[CH:6][CH:5]=[CH:4][C:3]=1[C:8]1[O:9][C:10]([C:16]([F:19])([F:18])[F:17])=[C:11]([C:13]([OH:15])=[O:14])[N:12]=1.[F:20][C:21]([F:33])([F:32])[O:22]C1C=CC=CC=1C(Cl)=O.COC(=O)CN.FC(F)(F)C(OC(=O)C(F)(F)F)=O. (2) Given the product [CH3:13][NH2+:14][CH3:15].[CH3:1][O:2][C:3]1[CH:4]=[CH:5][C:6]([CH2:9][C:10]([OH:12])=[O:11])=[CH:7][CH:8]=1, predict the reactants needed to synthesize it. The reactants are: [CH3:1][O:2][C:3]1[CH:8]=[CH:7][C:6]([CH2:9][C:10]([OH:12])=[O:11])=[CH:5][CH:4]=1.[CH3:13][NH:14][CH3:15]. (3) Given the product [CH3:1][O:2][C:3](=[O:15])[C:4]1[CH:9]=[CH:8][CH:7]=[C:6]([C:10]([F:12])([F:11])[F:13])[C:5]=1[CH2:14][Br:16], predict the reactants needed to synthesize it. The reactants are: [CH3:1][O:2][C:3](=[O:15])[C:4]1[CH:9]=[CH:8][CH:7]=[C:6]([C:10]([F:13])([F:12])[F:11])[C:5]=1[CH3:14].[Br:16]N1C(=O)CCC1=O.C(OCC)(=O)C.CCCCCC.